From a dataset of Experimentally validated miRNA-target interactions with 360,000+ pairs, plus equal number of negative samples. Binary Classification. Given a miRNA mature sequence and a target amino acid sequence, predict their likelihood of interaction. (1) The miRNA is mmu-miR-201-5p with sequence UACUCAGUAAGGCAUUGUUCUU. The protein sequence of the target gene is MSEPKAIDPKLSTTDRVVKAVPFPPSHRLTAKEVFDNDGKPRVDILKAHLMKEGRLEESVALRIITEGASILRQEKNLLDIDAPVTVCGDIHGQFFDLMKLFEVGGSPANTRYLFLGDYVDRGYFSIECVLYLWALKILYPKTLFLLRGNHECRHLTEYFTFKQECKIKYSERVYDACMDAFDCLPLAALMNQQFLCVHGGLSPEINTLDDIRKLDRFKEPPAYGPMCDILWSDPLEDFGNEKTQEHFTHNTVRGCSYFYSYPAVCDFLQHNNLLSILRAHEAQDAGYRMYRKSQTTGFP.... Result: 0 (no interaction). (2) The miRNA is hsa-miR-6825-5p with sequence UGGGGAGGUGUGGAGUCAGCAU. The protein sequence of the target gene is MLPPMALPSVSWMLLSCLMLLSQVQGEEPQRELPSARIRCPKGSKAYGSHCYALFLSPKSWTDADLACQKRPSGNLVSVLSGAEGSFVSSLVKSIGNSYSYVWIGLHDPTQGTEPNGEGWEWSSSDVMNYFAWERNPSTISSPGHCASLSRSTAFLRWKDYNCNVRLPYVCKFTD. Result: 1 (interaction). (3) The miRNA is mmu-miR-541-5p with sequence AAGGGAUUCUGAUGUUGGUCACACU. The protein sequence of the target gene is MWGFAGGRLFGIFSAPVLVAVVCCAQSVNDPGNMSFVKETVDKLLKGYDIRLRPDFGGPPVCVGMNIDIASIDMVSEVNMDYTLTMYFQQYWRDKRLAYSGIPLNLTLDNRVADQLWVPDTYFLNDKKSFVHGVTVKNRMIRLHPDGTVLYGLRITTTAACMMDLRRYPLDEQNCTLEIESYGYTTDDIEFYWRGGDKAVTGVERIELPQFSIVEHRLVSRNVVFATGAYPRLSLSFRLKRNIGYFILQTYMPSILITILSWVSFWINYDASAARVALGITTVLTMTTINTHLRETLPKI.... Result: 1 (interaction). (4) The miRNA is hsa-miR-576-3p with sequence AAGAUGUGGAAAAAUUGGAAUC. The protein sequence of the target gene is MAIRKKSTKSPPVLSHEFVLQNHADIVSCVAMVFLLGLMFEITAKASIIFVTLQYNVTLPATEEQATESVSLYYYGIKDLATVFFYMLVAIIIHAVIQEYMLDKINRRMHFSKTKHSKFNESGQLSAFYLFACVWGTFILISENYISDPTILWRAYPHNLMTFQMKFFYISQLAYWLHAFPELYFQKTKKEDIPRQLVYIGLYLFHIAGAYLLNLNHLGLVLLVLHYFVEFLFHISRLFYFSNEKYQKGFSLWAVLFVLGRLLTLILSVLTVGFGLARAENQKLDFSTGNFNVLAVRIAV.... Result: 1 (interaction). (5) The miRNA is mmu-miR-5122 with sequence CCGCGGGACCCGGGGCUGUG. The protein sequence of the target gene is MAALEEEFTLSSVVLSAGPEGLLGVEQSDKTDQFLVTDSGRTVILYKVSDQKPLGSWSVKQGQIITCPAVCNFQTGEYVVVHDNKVLRIWNNEDVNLDKVFKATLSAEVYRILSVQGTEPLVLFKEGAVRGLEALLADPQQKIETVISDEEVIKWTKFFVVFRHPVLIFITEKHGNYFAYVQMFNSRILTKYTLLLGQDENSVIKSFTASVDRKFISLMSLSSDGCIYETLIPIRPADPEKNQSLVKSLLLKAVVSGNARNGVALTALDQDHVAVLGSPLAASKECLSVWNIKFQTLQTS.... Result: 0 (no interaction).